This data is from Forward reaction prediction with 1.9M reactions from USPTO patents (1976-2016). The task is: Predict the product of the given reaction. (1) Given the reactants OC(C(F)(F)F)=O.[NH:8]1[CH2:11][CH:10]([NH:12][C:13](=[O:29])[CH2:14][NH:15][C:16]2[C:20]3[CH:21]=[C:22]([C:25]([F:28])([F:27])[F:26])[CH:23]=[CH:24][C:19]=3[O:18][N:17]=2)[CH2:9]1.[C:30]([Si:34]([CH3:44])([CH3:43])[O:35][CH:36]1[CH2:41][CH2:40][C:39](=O)[CH2:38][CH2:37]1)([CH3:33])([CH3:32])[CH3:31], predict the reaction product. The product is: [C:30]([Si:34]([CH3:44])([CH3:43])[O:35][CH:36]1[CH2:41][CH2:40][CH:39]([N:8]2[CH2:11][CH:10]([NH:12][C:13](=[O:29])[CH2:14][NH:15][C:16]3[C:20]4[CH:21]=[C:22]([C:25]([F:27])([F:26])[F:28])[CH:23]=[CH:24][C:19]=4[O:18][N:17]=3)[CH2:9]2)[CH2:38][CH2:37]1)([CH3:33])([CH3:32])[CH3:31]. (2) Given the reactants [CH2:1]([O:3][C:4]([C:6]1[C:7]([CH3:23])=[C:8]([C:16]([O:18][C:19]([CH3:22])([CH3:21])[CH3:20])=[O:17])[NH:9][C:10]=1[CH:11]=[CH:12][CH2:13][CH2:14][Br:15])=[O:5])[CH3:2], predict the reaction product. The product is: [CH2:1]([O:3][C:4]([C:6]1[C:7]([CH3:23])=[C:8]([C:16]([O:18][C:19]([CH3:22])([CH3:21])[CH3:20])=[O:17])[NH:9][C:10]=1[CH2:11][CH2:12][CH2:13][CH2:14][Br:15])=[O:5])[CH3:2].